The task is: Predict the reaction yield, written as a fraction of the theoretical maximum amount of product (1.0 means a 100% yield; for example, 0.34 means a 34% yield).. This data is from Reaction yield outcomes from USPTO patents with 853,638 reactions. (1) The reactants are [Si]([O:8][CH2:9][CH2:10][O:11][C:12]1[C:16]([CH3:17])=[C:15]([NH:18][C:19]([NH:21][C@H:22]2[C@H:26]([C:27]3[CH:32]=[CH:31][C:30]([F:33])=[C:29]([F:34])[CH:28]=3)[CH2:25][N:24]([CH2:35][CH2:36][O:37][CH3:38])[CH2:23]2)=[O:20])[N:14]([C:39]2[CH:44]=[CH:43][CH:42]=[CH:41][CH:40]=2)[N:13]=1)(C(C)(C)C)(C)C.[ClH:45]. The catalyst is C(Cl)Cl. The product is [ClH:45].[F:34][C:29]1[CH:28]=[C:27]([C@@H:26]2[CH2:25][N:24]([CH2:35][CH2:36][O:37][CH3:38])[CH2:23][C@H:22]2[NH:21][C:19]([NH:18][C:15]2[N:14]([C:39]3[CH:40]=[CH:41][CH:42]=[CH:43][CH:44]=3)[N:13]=[C:12]([O:11][CH2:10][CH2:9][OH:8])[C:16]=2[CH3:17])=[O:20])[CH:32]=[CH:31][C:30]=1[F:33]. The yield is 1.00. (2) The reactants are [Cl:1][C:2]1[CH:7]=[CH:6][CH:5]=[C:4]([CH3:8])[N:3]=1.C1C(=O)N([Br:16])C(=O)C1.C(OOC(=O)C1C=CC=CC=1)(=O)C1C=CC=CC=1. The catalyst is C(Cl)(Cl)(Cl)Cl. The product is [Br:16][CH2:8][C:4]1[CH:5]=[CH:6][CH:7]=[C:2]([Cl:1])[N:3]=1. The yield is 0.410. (3) The reactants are [CH3:1][C:2]1[CH:7]=[CH:6][N:5]=[C:4]([C:8]2[CH:13]=[C:12]([CH3:14])[CH:11]=[CH:10][N:9]=2)[CH:3]=1.[CH:15](NC(C)C)([CH3:17])[CH3:16].[Li].C(Br)C=C.O. The catalyst is O1CCCC1. The product is [CH2:1]([C:2]1[CH:7]=[CH:6][N:5]=[C:4]([C:8]2[CH:13]=[C:12]([CH3:14])[CH:11]=[CH:10][N:9]=2)[CH:3]=1)[CH2:17][CH:15]=[CH2:16]. The yield is 0.950. (4) The reactants are [C:1]([O:4][C:5]1[CH:13]=[CH:12][C:11]([Br:14])=[CH:10][C:6]=1[C:7]([OH:9])=O)(=[O:3])[CH3:2].[NH2:15][C:16]1[O:17][C:18]([CH2:23][CH3:24])=[C:19]([CH2:21][CH3:22])[N:20]=1. No catalyst specified. The product is [C:1]([O:4][C:5]1[CH:13]=[CH:12][C:11]([Br:14])=[CH:10][C:6]=1[C:7]([NH:15][C:16]1[O:17][C:18]([CH2:23][CH3:24])=[C:19]([CH2:21][CH3:22])[N:20]=1)=[O:9])(=[O:3])[CH3:2]. The yield is 0.220. (5) The reactants are [CH:1]1([CH2:7][N:8]2[C:12]([CH3:13])=[C:11]([C:14](=[O:20])[NH:15][CH:16]3[CH2:19][O:18][CH2:17]3)[CH:10]=[C:9]2[C:21]2[CH:22]=[C:23]([CH:28]=[C:29]([C:31]([F:34])([F:33])[F:32])[CH:30]=2)[C:24]([O:26]C)=[O:25])[CH2:6][CH2:5][CH2:4][CH2:3][CH2:2]1.O[Li].O.Cl. The catalyst is C1COCC1.O. The product is [CH:1]1([CH2:7][N:8]2[C:12]([CH3:13])=[C:11]([C:14](=[O:20])[NH:15][CH:16]3[CH2:17][O:18][CH2:19]3)[CH:10]=[C:9]2[C:21]2[CH:22]=[C:23]([CH:28]=[C:29]([C:31]([F:33])([F:34])[F:32])[CH:30]=2)[C:24]([OH:26])=[O:25])[CH2:6][CH2:5][CH2:4][CH2:3][CH2:2]1. The yield is 0.970. (6) The reactants are [Cl:1][C:2]1[CH:3]=[C:4]([CH:23]([CH2:29][CH:30]2[CH2:32][CH2:31]2)[C:24]([O:26]CC)=[O:25])[CH:5]=[C:6]([C:13]2[CH:18]=[CH:17][C:16]([C:19]([F:22])([F:21])[F:20])=[CH:15][CH:14]=2)[C:7]=1[O:8][CH2:9][CH:10]1[CH2:12][CH2:11]1.O.[OH-].[Li+]. The catalyst is CO.C1COCC1.O. The product is [Cl:1][C:2]1[CH:3]=[C:4]([CH:23]([CH2:29][CH:30]2[CH2:31][CH2:32]2)[C:24]([OH:26])=[O:25])[CH:5]=[C:6]([C:13]2[CH:14]=[CH:15][C:16]([C:19]([F:22])([F:21])[F:20])=[CH:17][CH:18]=2)[C:7]=1[O:8][CH2:9][CH:10]1[CH2:12][CH2:11]1. The yield is 0.560. (7) The reactants are C([Sn](CCCC)(CCCC)[C:6]1[CH:7]=[CH:8][C:9]([CH2:12][N:13]2[CH2:18][CH2:17][O:16][CH2:15][CH2:14]2)=[N:10][CH:11]=1)CCC.C[O:28][C:29](=[O:43])[C:30]([C:32]1[C:41]2[C:36](=[CH:37][CH:38]=[CH:39][CH:40]=2)[C:35](Br)=[CH:34][CH:33]=1)=[O:31].[F-].[K+]. The catalyst is C1CCOCO1.CCOC(C)=O.C1C=CC([P]([Pd]([P](C2C=CC=CC=2)(C2C=CC=CC=2)C2C=CC=CC=2)([P](C2C=CC=CC=2)(C2C=CC=CC=2)C2C=CC=CC=2)[P](C2C=CC=CC=2)(C2C=CC=CC=2)C2C=CC=CC=2)(C2C=CC=CC=2)C2C=CC=CC=2)=CC=1. The product is [N:13]1([CH2:12][C:9]2[N:10]=[CH:11][C:6]([C:35]3[C:36]4[C:41](=[CH:40][CH:39]=[CH:38][CH:37]=4)[C:32]([C:30](=[O:31])[C:29]([OH:43])=[O:28])=[CH:33][CH:34]=3)=[CH:7][CH:8]=2)[CH2:14][CH2:15][O:16][CH2:17][CH2:18]1. The yield is 0.540. (8) The reactants are [F:1][C:2]1[CH:11]=[CH:10][C:9]2[N:12]=[C:13]([C@@H:14]([NH2:16])[CH3:15])[N:7]3[C:8]=2[C:3]=1[CH2:4][CH2:5][CH:6]3[CH3:17].Cl[C:19]1[N:27]=[CH:26][N:25]=[C:24]2[C:20]=1[N:21]=[CH:22][N:23]2C1CCCCO1.CCN(C(C)C)C(C)C. The catalyst is C(O)CCC. The product is [F:1][C:2]1[CH:11]=[CH:10][C:9]2[N:12]=[C:13]([C@@H:14]([NH:16][C:19]3[N:27]=[CH:26][N:25]=[C:24]4[C:20]=3[N:21]=[CH:22][NH:23]4)[CH3:15])[N:7]3[C:8]=2[C:3]=1[CH2:4][CH2:5][CH:6]3[CH3:17]. The yield is 0.340. (9) The reactants are [CH2:1]([C:11]1[CH:17]=[C:16]([CH3:18])[C:14]([NH2:15])=[C:13]([CH3:19])[CH:12]=1)[C:2]1[CH:8]=[C:7]([CH3:9])[C:5]([NH2:6])=[C:4]([CH3:10])[CH:3]=1.[N:20]1[CH:25]=[CH:24][CH:23]=[CH:22][C:21]=1[CH:26]=O. The catalyst is C(O)C.C(O)=O. The product is [N:20]1[CH:25]=[CH:24][CH:23]=[CH:22][C:21]=1[CH:26]=[N:15][C:14]1[C:13]([CH3:19])=[CH:12][C:11]([CH2:1][C:2]2[CH:3]=[C:4]([CH3:10])[C:5]([N:6]=[CH:26][C:21]3[CH:22]=[CH:23][CH:24]=[CH:25][N:20]=3)=[C:7]([CH3:9])[CH:8]=2)=[CH:17][C:16]=1[CH3:18]. The yield is 0.180. (10) The reactants are C([NH:8][C@H:9]([CH2:30][C:31]1[CH:36]=[CH:35][C:34]([Cl:37])=[CH:33][CH:32]=1)[C:10]([NH:12][N:13]1[CH2:17][CH2:16][C@@H:15]([N:18]([CH:24]2[CH2:29][CH2:28][CH2:27][CH2:26][CH2:25]2)[C:19](=[O:23])[CH:20]([CH3:22])[CH3:21])[CH2:14]1)=[O:11])(OC(C)(C)C)=O.[C:38]([OH:44])([C:40]([F:43])([F:42])[F:41])=[O:39]. The catalyst is C(Cl)Cl. The product is [NH2:8][C@H:9]([CH2:30][C:31]1[CH:36]=[CH:35][C:34]([Cl:37])=[CH:33][CH:32]=1)[C:10]([NH:12][N:13]1[CH2:17][CH2:16][C@@H:15]([N:18]([CH:24]2[CH2:29][CH2:28][CH2:27][CH2:26][CH2:25]2)[C:19](=[O:23])[CH:20]([CH3:22])[CH3:21])[CH2:14]1)=[O:11].[C:38]([OH:44])([C:40]([F:43])([F:42])[F:41])=[O:39]. The yield is 0.951.